From a dataset of NCI-60 drug combinations with 297,098 pairs across 59 cell lines. Regression. Given two drug SMILES strings and cell line genomic features, predict the synergy score measuring deviation from expected non-interaction effect. (1) Drug 1: CS(=O)(=O)OCCCCOS(=O)(=O)C. Drug 2: CC(C)NC(=O)C1=CC=C(C=C1)CNNC.Cl. Cell line: UACC62. Synergy scores: CSS=13.4, Synergy_ZIP=-0.333, Synergy_Bliss=7.73, Synergy_Loewe=4.47, Synergy_HSA=7.47. (2) Drug 1: C1=CC(=CC=C1CCC2=CNC3=C2C(=O)NC(=N3)N)C(=O)NC(CCC(=O)O)C(=O)O. Drug 2: C1CNP(=O)(OC1)N(CCCl)CCCl. Cell line: HL-60(TB). Synergy scores: CSS=67.1, Synergy_ZIP=7.41, Synergy_Bliss=7.32, Synergy_Loewe=-23.4, Synergy_HSA=7.94.